From a dataset of HIV replication inhibition screening data with 41,000+ compounds from the AIDS Antiviral Screen. Binary Classification. Given a drug SMILES string, predict its activity (active/inactive) in a high-throughput screening assay against a specified biological target. (1) The result is 0 (inactive). The compound is C(=NN=Cc1ccccn1)c1ccccn1. (2) The molecule is CC(C)CC(NC(=O)C(CC(=O)O)NC(=O)C(CO)NC(=O)C(CCCCN)NC(=O)C1CCCN1C(=O)C(CC(C)C)NC(=O)C(CO)NC(=O)CNC(=O)C(N)CCC(=O)O)C(=O)NC(CCCNC(=N)N)C(=O)O. The result is 0 (inactive). (3) The compound is COc1cc(OC)c2c(=O)c3c([N+](=O)[O-])cccc3n(C)c2c1. The result is 0 (inactive). (4) The compound is c1cc2nnnn2nc1N1CCCC1. The result is 0 (inactive). (5) The drug is N#CCCC[Si]12OCCN(CCO1)CCO2. The result is 0 (inactive).